This data is from NCI-60 drug combinations with 297,098 pairs across 59 cell lines. The task is: Regression. Given two drug SMILES strings and cell line genomic features, predict the synergy score measuring deviation from expected non-interaction effect. (1) Drug 1: CC1=C2C(C(=O)C3(C(CC4C(C3C(C(C2(C)C)(CC1OC(=O)C(C(C5=CC=CC=C5)NC(=O)OC(C)(C)C)O)O)OC(=O)C6=CC=CC=C6)(CO4)OC(=O)C)O)C)O. Drug 2: CCC1(C2=C(COC1=O)C(=O)N3CC4=CC5=C(C=CC(=C5CN(C)C)O)N=C4C3=C2)O.Cl. Cell line: NCI-H322M. Synergy scores: CSS=3.29, Synergy_ZIP=-5.13, Synergy_Bliss=-9.87, Synergy_Loewe=-20.7, Synergy_HSA=-9.70. (2) Drug 1: CC1=C(C(CCC1)(C)C)C=CC(=CC=CC(=CC(=O)O)C)C. Drug 2: C1=CC=C(C(=C1)C(C2=CC=C(C=C2)Cl)C(Cl)Cl)Cl. Cell line: MDA-MB-435. Synergy scores: CSS=4.88, Synergy_ZIP=-2.25, Synergy_Bliss=0.336, Synergy_Loewe=0.235, Synergy_HSA=0.685.